From a dataset of Reaction yield outcomes from USPTO patents with 853,638 reactions. Predict the reaction yield, written as a fraction of the theoretical maximum amount of product (1.0 means a 100% yield; for example, 0.34 means a 34% yield). (1) The reactants are [CH3:1][O:2][CH2:3][C@@H:4]1[CH2:8][N:7]([C:9]([O:11][C:12]([CH3:15])([CH3:14])[CH3:13])=[O:10])[C@H:6]([C:16]2[NH:20][C:19]3[C:21]4[C:26]([CH:27]=[CH:28][C:18]=3[N:17]=2)=[CH:25][C:24]2[C:29]3[C:34]([CH2:35][O:36][C:23]=2[CH:22]=4)=[CH:33][C:32](B2OC(C)(C)C(C)(C)O2)=[CH:31][CH:30]=3)[CH2:5]1.Br[C:47]1[NH:51][C:50]([C@@H:52]2[CH2:56][C@H:55]([CH3:57])[CH2:54][N:53]2[C:58](=[O:69])[C@@H:59]([NH:64][C:65](=[O:68])[O:66][CH3:67])[C@@H:60]([CH3:63])[CH2:61][CH3:62])=[N:49][CH:48]=1.C([O-])([O-])=O.[K+].[K+]. The catalyst is CS(C)=O.C1C=CC([P]([Pd]([P](C2C=CC=CC=2)(C2C=CC=CC=2)C2C=CC=CC=2)([P](C2C=CC=CC=2)(C2C=CC=CC=2)C2C=CC=CC=2)[P](C2C=CC=CC=2)(C2C=CC=CC=2)C2C=CC=CC=2)(C2C=CC=CC=2)C2C=CC=CC=2)=CC=1.C1C=CC(P(C2C=CC=CC=2)[C-]2C=CC=C2)=CC=1.C1C=CC(P(C2C=CC=CC=2)[C-]2C=CC=C2)=CC=1.Cl[Pd]Cl.[Fe+2]. The product is [CH3:67][O:66][C:65]([NH:64][C@H:59]([C:58]([N:53]1[CH2:54][C@@H:55]([CH3:57])[CH2:56][C@H:52]1[C:50]1[NH:51][C:47]([C:32]2[CH:33]=[C:34]3[CH2:35][O:36][C:23]4[CH:22]=[C:21]5[C:26]([CH:27]=[CH:28][C:18]6[N:17]=[C:16]([C@@H:6]7[CH2:5][C@H:4]([CH2:3][O:2][CH3:1])[CH2:8][N:7]7[C:9]([O:11][C:12]([CH3:14])([CH3:15])[CH3:13])=[O:10])[NH:20][C:19]=65)=[CH:25][C:24]=4[C:29]3=[CH:30][CH:31]=2)=[CH:48][N:49]=1)=[O:69])[C@@H:60]([CH2:61][CH3:62])[CH3:63])=[O:68]. The yield is 0.620. (2) The reactants are [CH2:1]([C:5]1[N:6]=[C:7]([CH3:27])[NH:8][C:9](=[O:26])[C:10]=1[CH2:11][C:12]1[CH:17]=[CH:16][C:15]([C:18]2[C:19]([C:24]#[N:25])=[CH:20][CH:21]=[CH:22][CH:23]=2)=[CH:14][CH:13]=1)[CH2:2][CH2:3][CH3:4].[H-].[Na+].Br[CH2:31][CH2:32][C:33]1[CH:38]=[CH:37][C:36]([F:39])=[CH:35][CH:34]=1.[Cl-].O[NH3+:42].[C:43](=[O:46])([O-])[OH:44].[Na+]. The catalyst is C(OCC)(=O)C.CS(C)=O.CN(C)C=O. The product is [CH2:1]([C:5]1[N:6]=[C:7]([CH3:27])[N:8]([CH2:31][CH2:32][C:33]2[CH:38]=[CH:37][C:36]([F:39])=[CH:35][CH:34]=2)[C:9](=[O:26])[C:10]=1[CH2:11][C:12]1[CH:17]=[CH:16][C:15]([C:18]2[CH:23]=[CH:22][CH:21]=[CH:20][C:19]=2[C:24]2[NH:42][C:43](=[O:46])[O:44][N:25]=2)=[CH:14][CH:13]=1)[CH2:2][CH2:3][CH3:4]. The yield is 0.160. (3) The reactants are [Cl:1][C:2]1[CH:7]=[C:6]([C:8]2[C:17]3[C:12](=[CH:13][C:14]([S:18]([N:21](CC4C=CC(OC)=CC=4)[C:22]4[N:23]=[CH:24][S:25][CH:26]=4)(=[O:20])=[O:19])=[CH:15][CH:16]=3)[N:11]=[CH:10][N:9]=2)[C:5]([O:36][CH3:37])=[CH:4][C:3]=1[C:38]1[CH:43]=[CH:42][CH:41]=[C:40]([F:44])[CH:39]=1.OS([C:49]([F:52])([F:51])[F:50])(=O)=O.[OH2:53]. The catalyst is C(Cl)Cl. The product is [F:50][C:49]([F:52])([F:51])[C:37]([OH:36])=[O:53].[Cl:1][C:2]1[CH:7]=[C:6]([C:8]2[C:17]3[C:12](=[CH:13][C:14]([S:18]([NH:21][C:22]4[N:23]=[CH:24][S:25][CH:26]=4)(=[O:19])=[O:20])=[CH:15][CH:16]=3)[N:11]=[CH:10][N:9]=2)[C:5]([O:36][CH3:37])=[CH:4][C:3]=1[C:38]1[CH:43]=[CH:42][CH:41]=[C:40]([F:44])[CH:39]=1. The yield is 0.337. (4) The reactants are Cl.[CH3:2][C:3]([S:31]([CH3:34])(=[O:33])=[O:32])([CH2:14][CH2:15][C:16]1[CH:21]=[CH:20][C:19]([C:22]2[CH:27]=[CH:26][C:25]([N+:28]([O-:30])=[O:29])=[CH:24][CH:23]=2)=[CH:18][CH:17]=1)[C:4]([NH:6][O:7]C1CCCCO1)=[O:5]. The catalyst is O1CCOCC1.C(Cl)Cl. The product is [OH:7][NH:6][C:4](=[O:5])[C:3]([CH3:2])([S:31]([CH3:34])(=[O:33])=[O:32])[CH2:14][CH2:15][C:16]1[CH:17]=[CH:18][C:19]([C:22]2[CH:27]=[CH:26][C:25]([N+:28]([O-:30])=[O:29])=[CH:24][CH:23]=2)=[CH:20][CH:21]=1. The yield is 0.870. (5) The reactants are [Br:1][C:2]1[S:6][C:5]([C:7]([OH:9])=[O:8])=[CH:4][C:3]=1[CH3:10].S(=O)(=O)(O)O.[CH2:16](O)[CH3:17]. No catalyst specified. The product is [Br:1][C:2]1[S:6][C:5]([C:7]([O:9][CH2:16][CH3:17])=[O:8])=[CH:4][C:3]=1[CH3:10]. The yield is 0.830. (6) The reactants are [NH2:1][C:2]1[CH:7]=[C:6]([CH:8]2[CH2:10][CH2:9]2)[C:5]([Cl:11])=[CH:4][C:3]=1[OH:12].[C:13]([O:17][CH2:18][CH3:19])(=[O:16])[CH:14]=O.C([BH3-])#N.[Na+]. The catalyst is CO.CC(O)=O. The product is [Cl:11][C:5]1[C:6]([CH:8]2[CH2:10][CH2:9]2)=[CH:7][C:2]([NH:1][CH2:14][C:13]([O:17][CH2:18][CH3:19])=[O:16])=[C:3]([OH:12])[CH:4]=1. The yield is 1.00. (7) The reactants are [C:1]1(C)C=[CH:5][C:4](S(O)(=O)=O)=[CH:3][CH:2]=1.[O:12]1[CH:17]=[CH:16][CH2:15][CH2:14][CH2:13]1.[OH:18][C@@H:19]1[CH2:43][CH2:42][C@@:41]2([CH3:44])[C@H:21]([CH2:22][C@@H:23]([OH:46])[C@@H:24]3[C@@H:40]2[CH2:39][CH2:38][C@@:37]2([CH3:45])[C@H:25]3[CH2:26][CH2:27][C@@H:28]2[C@H:29]([CH3:36])[CH2:30][CH2:31][C:32]([O:34][CH3:35])=[O:33])[CH2:20]1.[OH2:47]. The catalyst is O1CCOCC1. The product is [O:12]1[CH2:13][CH2:14][CH2:15][CH2:16][CH:17]1[O:18][C@@H:19]1[CH2:43][CH2:42][C@@:41]2([CH3:44])[C@H:21]([CH2:22][C@@H:23]([O:46][CH:5]3[CH2:4][CH2:3][CH2:2][CH2:1][O:47]3)[C@@H:24]3[C@@H:40]2[CH2:39][CH2:38][C@@:37]2([CH3:45])[C@H:25]3[CH2:26][CH2:27][C@@H:28]2[C@H:29]([CH3:36])[CH2:30][CH2:31][C:32]([O:34][CH3:35])=[O:33])[CH2:20]1. The yield is 0.900. (8) The reactants are Cl[C:2]1[CH:7]=[C:6]([C:8]2[CH:13]=[CH:12][CH:11]=[C:10]([F:14])[C:9]=2[F:15])[CH:5]=[CH:4][N:3]=1.[N:16]1([C:22]([O:24][C:25]([CH3:28])([CH3:27])[CH3:26])=[O:23])[CH2:21][CH2:20][NH:19][CH2:18][CH2:17]1.CC(C)([O-])C.[Na+]. The catalyst is C([O-])(=O)C.[Pd+2].C([O-])(=O)C.C1(P(C2C=CC=CC=2)C2(P(C3C=CC=CC=3)C3C=CC=CC=3)CC=C3C(C=CC=C3)=C2C2C3C(=CC=CC=3)C=CC=2)C=CC=CC=1.O1CCOCC1. The product is [F:15][C:9]1[C:10]([F:14])=[CH:11][CH:12]=[CH:13][C:8]=1[C:6]1[CH:5]=[CH:4][N:3]=[C:2]([N:19]2[CH2:18][CH2:17][N:16]([C:22]([O:24][C:25]([CH3:28])([CH3:27])[CH3:26])=[O:23])[CH2:21][CH2:20]2)[CH:7]=1. The yield is 0.810.